This data is from Full USPTO retrosynthesis dataset with 1.9M reactions from patents (1976-2016). The task is: Predict the reactants needed to synthesize the given product. (1) Given the product [CH:1]1([C:6]([N:8]2[CH2:9][CH:10]([C:22]3[O:24][N:29]=[C:27]([CH3:28])[N:26]=3)[CH2:11][CH:12]([C:14]3[CH:19]=[CH:18][C:17]([CH2:20][CH3:21])=[CH:16][CH:15]=3)[CH2:13]2)=[O:7])[CH2:2][CH2:3][CH2:4][CH2:5]1, predict the reactants needed to synthesize it. The reactants are: [CH:1]1([C:6]([N:8]2[CH2:13][CH:12]([C:14]3[CH:19]=[CH:18][C:17]([CH2:20][CH3:21])=[CH:16][CH:15]=3)[CH2:11][CH:10]([C:22]([OH:24])=O)[CH2:9]2)=[O:7])[CH2:5][CH2:4][CH2:3][CH2:2]1.O[NH:26][C:27](=[NH:29])[CH3:28]. (2) Given the product [OH:25][C@@H:9]1[C@@H:8]([C:5]2[CH:6]=[CH:7][C:2]([OH:1])=[CH:3][CH:4]=2)[C@H:13]([O:14][Si:15]([CH:19]([CH3:21])[CH3:20])([CH:22]([CH3:24])[CH3:23])[CH:16]([CH3:17])[CH3:18])[CH2:12][N:11]([C:32]([O:34][CH2:35][C:36]2[CH:41]=[CH:40][CH:39]=[CH:38][CH:37]=2)=[O:33])[CH2:10]1, predict the reactants needed to synthesize it. The reactants are: [OH:1][C:2]1[CH:7]=[CH:6][C:5]([C@H:8]2[C@H:13]([O:14][Si:15]([CH:22]([CH3:24])[CH3:23])([CH:19]([CH3:21])[CH3:20])[CH:16]([CH3:18])[CH3:17])[CH2:12][NH:11][CH2:10][C@@H:9]2[OH:25])=[CH:4][CH:3]=1.C(=O)(O)[O-].[Na+].Cl[C:32]([O:34][CH2:35][C:36]1[CH:41]=[CH:40][CH:39]=[CH:38][CH:37]=1)=[O:33]. (3) Given the product [N:31]1([C:2]2[N:11]=[C:10]3[C:5]([C:6](=[O:28])[C:7]([C:23]([O:25][CH2:26][CH3:27])=[O:24])=[CH:8][N:9]3[CH2:12][C:13]3[CH:18]=[CH:17][C:16]([O:19][CH3:20])=[CH:15][C:14]=3[O:21][CH3:22])=[C:4]([CH3:29])[C:3]=2[F:30])[CH2:34][CH2:33][CH2:32]1, predict the reactants needed to synthesize it. The reactants are: Cl[C:2]1[N:11]=[C:10]2[C:5]([C:6](=[O:28])[C:7]([C:23]([O:25][CH2:26][CH3:27])=[O:24])=[CH:8][N:9]2[CH2:12][C:13]2[CH:18]=[CH:17][C:16]([O:19][CH3:20])=[CH:15][C:14]=2[O:21][CH3:22])=[C:4]([CH3:29])[C:3]=1[F:30].[NH:31]1[CH2:34][CH2:33][CH2:32]1.C(=O)([O-])[O-].[K+].[K+]. (4) Given the product [CH3:32][CH:29]1[CH2:30][CH2:31][C:26]([C:23]2[CH:24]=[CH:25][C:20]([C:18]#[C:19][C:2]3[CH:7]=[CH:6][C:5](/[CH:8]=[CH:9]/[CH2:10][N:11]4[CH2:16][CH2:15][CH:14]([CH3:17])[CH2:13][CH2:12]4)=[CH:4][CH:3]=3)=[N:21][CH:22]=2)=[CH:27][CH2:28]1, predict the reactants needed to synthesize it. The reactants are: I[C:2]1[CH:7]=[CH:6][C:5](/[CH:8]=[CH:9]/[CH2:10][N:11]2[CH2:16][CH2:15][CH:14]([CH3:17])[CH2:13][CH2:12]2)=[CH:4][CH:3]=1.[C:18]([C:20]1[CH:25]=[CH:24][C:23]([C:26]2[CH2:31][CH2:30][CH:29]([CH3:32])[CH2:28][CH:27]=2)=[CH:22][N:21]=1)#[CH:19].